This data is from Peptide-MHC class II binding affinity with 134,281 pairs from IEDB. The task is: Regression. Given a peptide amino acid sequence and an MHC pseudo amino acid sequence, predict their binding affinity value. This is MHC class II binding data. (1) The binding affinity (normalized) is 0.279. The peptide sequence is ASPMLYQLLEAVYGN. The MHC is HLA-DQA10401-DQB10402 with pseudo-sequence HLA-DQA10401-DQB10402. (2) The peptide sequence is GELQITDKIDAAFKI. The MHC is DRB4_0101 with pseudo-sequence DRB4_0103. The binding affinity (normalized) is 0.592. (3) The MHC is HLA-DQA10501-DQB10303 with pseudo-sequence HLA-DQA10501-DQB10303. The peptide sequence is GARRSGDVLWDIPTP. The binding affinity (normalized) is 0.332. (4) The binding affinity (normalized) is 0.531. The peptide sequence is EIKYFAATQFEPLAA. The MHC is DRB1_0101 with pseudo-sequence DRB1_0101. (5) The peptide sequence is FEAMYLGTCQTLTPM. The MHC is HLA-DQA10101-DQB10501 with pseudo-sequence HLA-DQA10101-DQB10501. The binding affinity (normalized) is 0.0304. (6) The peptide sequence is DHTNFKYNYSVIEGG. The MHC is DRB1_1201 with pseudo-sequence DRB1_1201. The binding affinity (normalized) is 0.285.